From a dataset of Peptide-MHC class I binding affinity with 185,985 pairs from IEDB/IMGT. Regression. Given a peptide amino acid sequence and an MHC pseudo amino acid sequence, predict their binding affinity value. This is MHC class I binding data. The peptide sequence is VITYCLVTHM. The MHC is HLA-A02:01 with pseudo-sequence HLA-A02:01. The binding affinity (normalized) is 0.336.